Dataset: NCI-60 drug combinations with 297,098 pairs across 59 cell lines. Task: Regression. Given two drug SMILES strings and cell line genomic features, predict the synergy score measuring deviation from expected non-interaction effect. (1) Drug 1: CC1C(C(CC(O1)OC2CC(CC3=C2C(=C4C(=C3O)C(=O)C5=C(C4=O)C(=CC=C5)OC)O)(C(=O)C)O)N)O.Cl. Drug 2: CC1=C(C=C(C=C1)NC(=O)C2=CC=C(C=C2)CN3CCN(CC3)C)NC4=NC=CC(=N4)C5=CN=CC=C5. Cell line: K-562. Synergy scores: CSS=69.6, Synergy_ZIP=5.61, Synergy_Bliss=5.71, Synergy_Loewe=5.36, Synergy_HSA=8.22. (2) Drug 1: C1=CC(=C2C(=C1NCCNCCO)C(=O)C3=C(C=CC(=C3C2=O)O)O)NCCNCCO. Drug 2: CC1C(C(CC(O1)OC2CC(OC(C2O)C)OC3=CC4=CC5=C(C(=O)C(C(C5)C(C(=O)C(C(C)O)O)OC)OC6CC(C(C(O6)C)O)OC7CC(C(C(O7)C)O)OC8CC(C(C(O8)C)O)(C)O)C(=C4C(=C3C)O)O)O)O. Cell line: OVCAR-4. Synergy scores: CSS=54.0, Synergy_ZIP=5.86, Synergy_Bliss=17.9, Synergy_Loewe=14.7, Synergy_HSA=18.5. (3) Drug 1: CC(C)NC(=O)C1=CC=C(C=C1)CNNC.Cl. Drug 2: CC1=C(C(=O)C2=C(C1=O)N3CC4C(C3(C2COC(=O)N)OC)N4)N. Cell line: M14. Synergy scores: CSS=22.3, Synergy_ZIP=-3.51, Synergy_Bliss=-12.7, Synergy_Loewe=-51.8, Synergy_HSA=-12.7. (4) Drug 1: CCC(=C(C1=CC=CC=C1)C2=CC=C(C=C2)OCCN(C)C)C3=CC=CC=C3.C(C(=O)O)C(CC(=O)O)(C(=O)O)O. Drug 2: CC1=C(C(=CC=C1)Cl)NC(=O)C2=CN=C(S2)NC3=CC(=NC(=N3)C)N4CCN(CC4)CCO. Synergy scores: CSS=20.2, Synergy_ZIP=1.24, Synergy_Bliss=10.8, Synergy_Loewe=1.64, Synergy_HSA=2.46. Cell line: T-47D. (5) Synergy scores: CSS=34.3, Synergy_ZIP=-2.44, Synergy_Bliss=-1.60, Synergy_Loewe=-7.02, Synergy_HSA=-0.736. Drug 1: C1CCC(C1)C(CC#N)N2C=C(C=N2)C3=C4C=CNC4=NC=N3. Drug 2: C1=C(C(=O)NC(=O)N1)N(CCCl)CCCl. Cell line: NCIH23. (6) Drug 1: C1C(C(OC1N2C=NC3=C(N=C(N=C32)Cl)N)CO)O. Drug 2: C1CCC(C(C1)N)N.C(=O)(C(=O)[O-])[O-].[Pt+4]. Cell line: HCT-15. Synergy scores: CSS=71.4, Synergy_ZIP=-0.599, Synergy_Bliss=-2.55, Synergy_Loewe=-0.115, Synergy_HSA=3.07.